The task is: Predict the product of the given reaction.. This data is from Forward reaction prediction with 1.9M reactions from USPTO patents (1976-2016). (1) Given the reactants Cl[CH2:2][C:3]([C:5]1[C:13]2[S:12][C:11](=[O:14])[NH:10][C:9]=2[C:8]([OH:15])=[CH:7][CH:6]=1)=[O:4].[N-:16]=[N+:17]=[N-:18].[Na+], predict the reaction product. The product is: [N:16]([CH2:2][C:3]([C:5]1[C:13]2[S:12][C:11](=[O:14])[NH:10][C:9]=2[C:8]([OH:15])=[CH:7][CH:6]=1)=[O:4])=[N+:17]=[N-:18]. (2) Given the reactants [C:1]([C:4]1[CH:16]=[C:15]([Br:17])[CH:14]=[CH:13][C:5]=1[O:6][CH2:7][C:8]([O:10]CC)=[O:9])(=[O:3])[CH3:2].[OH-].[Na+].Cl.C(OCC)(=O)C, predict the reaction product. The product is: [C:1]([C:4]1[CH:16]=[C:15]([Br:17])[CH:14]=[CH:13][C:5]=1[O:6][CH2:7][C:8]([OH:10])=[O:9])(=[O:3])[CH3:2]. (3) Given the reactants [CH3:1][C@H:2]1[CH2:6][S:5](=[O:8])(=[O:7])[NH:4][CH2:3]1.Br[C:10]1[CH:15]=[CH:14][C:13]([C:16]([N:18]2[CH2:23][CH2:22][N:21]([C:24]3[C:29]([CH3:30])=[CH:28][C:27]([CH:31]4[CH2:33][CH2:32]4)=[CH:26][N:25]=3)[CH2:20][CH2:19]2)=[O:17])=[C:12]([F:34])[CH:11]=1, predict the reaction product. The product is: [CH:31]1([C:27]2[CH:28]=[C:29]([CH3:30])[C:24]([N:21]3[CH2:20][CH2:19][N:18]([C:16]([C:13]4[CH:14]=[CH:15][C:10]([N:4]5[CH2:3][C@@H:2]([CH3:1])[CH2:6][S:5]5(=[O:8])=[O:7])=[CH:11][C:12]=4[F:34])=[O:17])[CH2:23][CH2:22]3)=[N:25][CH:26]=2)[CH2:32][CH2:33]1. (4) Given the reactants [CH3:1][C:2]1[CH:3]=[C:4]([C:8]([C:10]2[CH:15]=[CH:14][CH:13]=[C:12](C)[N:11]=2)=O)[O:5][C:6]=1[CH3:7].[NH3:17].[CH3:18]O, predict the reaction product. The product is: [CH3:1][C:2]1[CH:3]=[C:4]([OH:5])[C:8]([C:10]2[CH:15]=[CH:14][C:13]([CH3:18])=[CH:12][N:11]=2)=[N:17][C:6]=1[CH3:7]. (5) Given the reactants Cl[C:2]1[CH:7]=[CH:6][C:5]([N+:8]([O-:10])=[O:9])=[CH:4][CH:3]=1.[CH2:11]([NH2:14])[CH2:12][NH2:13], predict the reaction product. The product is: [N+:8]([C:5]1[CH:6]=[CH:7][C:2]([NH:13][CH2:12][CH2:11][NH2:14])=[CH:3][CH:4]=1)([O-:10])=[O:9].